Dataset: Reaction yield outcomes from USPTO patents with 853,638 reactions. Task: Predict the reaction yield, written as a fraction of the theoretical maximum amount of product (1.0 means a 100% yield; for example, 0.34 means a 34% yield). (1) The reactants are [F:1][C:2]([F:19])([F:18])[C:3]1[CH:4]=[C:5]([CH:9]([C:14]([O:16][CH3:17])=[O:15])[C:10]([O:12][CH3:13])=[O:11])[CH:6]=[CH:7][CH:8]=1.[OH-].[Na+].[ClH:22].[Cl:23][C:24]1[CH:29]=[C:28]([Cl:30])[CH:27]=[C:26]([Cl:31])C=1O. The catalyst is O. The product is [F:1][C:2]([F:18])([F:19])[C:3]1[CH:4]=[C:5]([CH:9]([C:10]([O:12][C:13]2[C:26]([Cl:31])=[CH:27][C:28]([Cl:30])=[CH:29][C:24]=2[Cl:23])=[O:11])[C:14]([O:16][C:17]2[C:24]([Cl:22])=[CH:29][C:28]([Cl:30])=[CH:27][C:26]=2[Cl:31])=[O:15])[CH:6]=[CH:7][CH:8]=1. The yield is 0.504. (2) The reactants are [I:1][C:2]1[CH:3]=[C:4]([CH:8]=[CH:9][CH:10]=1)[C:5]([NH2:7])=O.COC1C=CC(P2(SP(C3C=CC(OC)=CC=3)(=S)S2)=[S:20])=CC=1. The catalyst is C1(C)C=CC=CC=1. The product is [I:1][C:2]1[CH:3]=[C:4]([CH:8]=[CH:9][CH:10]=1)[C:5]([NH2:7])=[S:20]. The yield is 0.990. (3) The reactants are [C:1]([O:5][C:6]([NH:8][C:9]([CH3:14])([C:11](O)=[O:12])[CH3:10])=[O:7])([CH3:4])([CH3:3])[CH3:2].[CH3:15][N:16]1CCOCC1.C(OC(Cl)=O)C(C)C. The catalyst is C1COCC1. The product is [C:1]([O:5][C:6]([NH:8][C:9]([CH3:14])([C:11]([NH:16][CH3:15])=[O:12])[CH3:10])=[O:7])([CH3:4])([CH3:3])[CH3:2]. The yield is 0.426. (4) The reactants are [Cl:1][CH2:2][C:3]([CH2:5]Cl)=O.[NH2:7][C:8]([NH2:10])=[S:9]. The catalyst is CC(C)=O. The product is [ClH:1].[Cl:1][CH2:2][C:3]1[N:7]=[C:8]([NH2:10])[S:9][CH:5]=1. The yield is 0.640. (5) The reactants are C([O:3][C:4](=[O:32])[CH:5]=[CH:6][C:7]1[CH:12]=[CH:11][CH:10]=[C:9]([C:13]#[C:14][C:15]2[CH:16]=[C:17]3[C:22](=[C:23]([CH:25]([CH3:27])[CH3:26])[CH:24]=2)[O:21][C:20]([CH3:29])([CH3:28])[CH2:19][C:18]3([CH3:31])[CH3:30])[CH:8]=1)C.[OH-].[K+]. The catalyst is C(O)C.O1CCCC1. The product is [CH:25]([C:23]1[CH:24]=[C:15]([C:14]#[C:13][C:9]2[CH:8]=[C:7]([CH:6]=[CH:5][C:4]([OH:32])=[O:3])[CH:12]=[CH:11][CH:10]=2)[CH:16]=[C:17]2[C:22]=1[O:21][C:20]([CH3:28])([CH3:29])[CH2:19][C:18]2([CH3:31])[CH3:30])([CH3:27])[CH3:26]. The yield is 0.660. (6) The reactants are [OH:1][C:2]1[CH:11]=[C:10]2[C:5]([C:6]([O:12][C:13]3[CH:22]=[C:21]4[C:16]([CH:17]=[CH:18][CH:19]=[N:20]4)=[CH:15][CH:14]=3)=[N:7][CH:8]=[N:9]2)=[CH:4][C:3]=1[O:23][CH3:24].C(=O)([O-])[O-].[K+].[K+].O[CH2:32][CH2:33][N:34]1[CH2:39][CH2:38][O:37][CH2:36][CH2:35]1. The catalyst is CN(C=O)C. The product is [CH3:24][O:23][C:3]1[CH:4]=[C:5]2[C:10](=[CH:11][C:2]=1[O:1][CH2:32][CH2:33][N:34]1[CH2:39][CH2:38][O:37][CH2:36][CH2:35]1)[N:9]=[CH:8][N:7]=[C:6]2[O:12][C:13]1[CH:22]=[C:21]2[C:16]([CH:17]=[CH:18][CH:19]=[N:20]2)=[CH:15][CH:14]=1. The yield is 0.710. (7) The reactants are [CH2:1]([C:4]1([N:17]([CH2:22][C:23]2[CH:31]=[CH:30][CH:29]=[C:28]3[C:24]=2[CH:25]=[CH:26][N:27]3[S:32]([C:35]2[CH:41]=[CH:40][C:38]([CH3:39])=[CH:37][CH:36]=2)(=[O:34])=[O:33])[C:18](=[O:21])C=C)[CH2:9][CH2:8][N:7]([C:10]([O:12][C:13]([CH3:16])([CH3:15])[CH3:14])=[O:11])[CH2:6][CH2:5]1)[CH:2]=[CH2:3]. The catalyst is ClCCl.Cl[Ru](=C1N(C2C(C)=CC(C)=CC=2C)CCN1C1C(C)=CC(C)=CC=1C)(Cl)(=CC1C=CC=CC=1)[P](C1CCCCC1)(C1CCCCC1)C1CCCCC1. The product is [O:21]=[C:18]1[CH:3]=[CH:2][CH2:1][C:4]2([CH2:9][CH2:8][N:7]([C:10]([O:12][C:13]([CH3:14])([CH3:16])[CH3:15])=[O:11])[CH2:6][CH2:5]2)[N:17]1[CH2:22][C:23]1[CH:31]=[CH:30][CH:29]=[C:28]2[C:24]=1[CH:25]=[CH:26][N:27]2[S:32]([C:35]1[CH:41]=[CH:40][C:38]([CH3:39])=[CH:37][CH:36]=1)(=[O:34])=[O:33]. The yield is 0.840. (8) No catalyst specified. The yield is 0.490. The reactants are [CH2:1]([NH:8][CH:9]1[CH2:14][CH2:13][NH:12][CH2:11][C:10]1([F:16])[F:15])[C:2]1[CH:7]=[CH:6][CH:5]=[CH:4][CH:3]=1.[I-].[Na+].C(N(CC)CC)C.Cl[CH2:27][CH2:28][CH2:29][O:30][C:31]1[CH:36]=[CH:35][C:34]([F:37])=[CH:33][CH:32]=1. The product is [CH2:1]([NH:8][CH:9]1[CH2:14][CH2:13][N:12]([CH2:27][CH2:28][CH2:29][O:30][C:31]2[CH:32]=[CH:33][C:34]([F:37])=[CH:35][CH:36]=2)[CH2:11][C:10]1([F:16])[F:15])[C:2]1[CH:3]=[CH:4][CH:5]=[CH:6][CH:7]=1.